From a dataset of Forward reaction prediction with 1.9M reactions from USPTO patents (1976-2016). Predict the product of the given reaction. (1) Given the reactants C(O[B:5]1[O:9][C:8]([CH3:11])([CH3:10])[C:7]([CH3:13])([CH3:12])[O:6]1)(C)C.C([Li])CCC.[F:19][C:20]1[CH:21]=[C:22]([CH2:27][C:28]([CH3:31])([OH:30])[CH3:29])[CH:23]=[C:24]([F:26])[CH:25]=1, predict the reaction product. The product is: [F:19][C:20]1[CH:21]=[C:22]([CH2:27][C:28]([CH3:31])([OH:30])[CH3:29])[CH:23]=[C:24]([F:26])[C:25]=1[B:5]1[O:6][C:7]([CH3:12])([CH3:13])[C:8]([CH3:10])([CH3:11])[O:9]1. (2) Given the reactants [Cl:1][C:2]1[CH:3]=[C:4]([CH:8]=[CH:9][C:10]=1[Cl:11])[C:5](Cl)=[O:6].[CH2:12]([NH:19][C:20]([C:22]1[S:26][C:25]([NH2:27])=[N:24][C:23]=1[CH3:28])=[O:21])[C:13]1[CH:18]=[CH:17][CH:16]=[CH:15][CH:14]=1, predict the reaction product. The product is: [CH2:12]([NH:19][C:20]([C:22]1[S:26][C:25]([NH:27][C:5](=[O:6])[C:4]2[CH:8]=[CH:9][C:10]([Cl:11])=[C:2]([Cl:1])[CH:3]=2)=[N:24][C:23]=1[CH3:28])=[O:21])[C:13]1[CH:18]=[CH:17][CH:16]=[CH:15][CH:14]=1. (3) Given the reactants [Cl:1][C:2]1[N:7]=[CH:6][C:5]([N:8]([CH3:22])[C:9](=[O:21])[C:10]([C:13]2[CH:18]=[C:17]([OH:19])[CH:16]=[C:15]([Cl:20])[CH:14]=2)([CH3:12])[CH3:11])=[C:4]([C:23]2[CH:28]=[CH:27][CH:26]=[CH:25][C:24]=2[Cl:29])[CH:3]=1.CN(C)C=O.Cl[C:36]([F:43])([F:42])C(OCC)=O, predict the reaction product. The product is: [Cl:1][C:2]1[N:7]=[CH:6][C:5]([N:8]([CH3:22])[C:9](=[O:21])[C:10]([C:13]2[CH:18]=[C:17]([O:19][CH:36]([F:43])[F:42])[CH:16]=[C:15]([Cl:20])[CH:14]=2)([CH3:11])[CH3:12])=[C:4]([C:23]2[CH:28]=[CH:27][CH:26]=[CH:25][C:24]=2[Cl:29])[CH:3]=1. (4) Given the reactants [CH3:1][C:2]1[C:10]2[C:9](=[O:11])[O:8][C:7]([NH:12][CH2:13][CH2:14][CH2:15][CH2:16][CH2:17][CH2:18][CH2:19][CH3:20])=[N:6][C:5]=2[S:4][C:3]=1[C:21]([OH:23])=O.[CH3:24][C:25](C)([CH3:28])[CH2:26][NH-:27], predict the reaction product. The product is: [CH2:26]([NH:27][C:21]([C:3]1[S:4][C:5]2[N:6]=[C:7]([NH:12][CH2:13][CH2:14][CH2:15][CH2:16][CH2:17][CH2:18][CH2:19][CH3:20])[O:8][C:9](=[O:11])[C:10]=2[C:2]=1[CH3:1])=[O:23])[CH:25]([CH3:28])[CH3:24]. (5) Given the reactants C[O:2][C:3](=[O:33])[CH2:4][CH:5]1[CH2:13][C:12]2[C:7](=[CH:8][CH:9]=[C:10]([S:14]([N:17]3[CH2:22][CH2:21][N:20]([C:23]4[CH:28]=[CH:27][C:26]([C:29]([F:32])([F:31])[F:30])=[CH:25][CH:24]=4)[CH2:19][CH2:18]3)(=[O:16])=[O:15])[CH:11]=2)[CH2:6]1.[Li+].[OH-], predict the reaction product. The product is: [F:32][C:29]([F:30])([F:31])[C:26]1[CH:27]=[CH:28][C:23]([N:20]2[CH2:19][CH2:18][N:17]([S:14]([C:10]3[CH:11]=[C:12]4[C:7](=[CH:8][CH:9]=3)[CH2:6][CH:5]([CH2:4][C:3]([OH:33])=[O:2])[CH2:13]4)(=[O:15])=[O:16])[CH2:22][CH2:21]2)=[CH:24][CH:25]=1. (6) The product is: [O:1]=[C:2]1[N:11]([CH2:12][C:13]2[CH:22]=[CH:21][C:16]([C:17]([OH:19])=[O:18])=[CH:15][CH:14]=2)[C:10](=[O:23])[C:9]2[C:4](=[CH:5][CH:6]=[CH:7][CH:8]=2)[NH:3]1. Given the reactants [O:1]=[C:2]1[N:11]([CH2:12][C:13]2[CH:22]=[CH:21][C:16]([C:17]([O:19]C)=[O:18])=[CH:15][CH:14]=2)[C:10](=[O:23])[C:9]2[C:4](=[CH:5][CH:6]=[CH:7][CH:8]=2)[NH:3]1.[OH-].[Li+].O.Cl, predict the reaction product.